From a dataset of Forward reaction prediction with 1.9M reactions from USPTO patents (1976-2016). Predict the product of the given reaction. (1) Given the reactants [N-:1]=[N+:2]=[N-:3].[Na+].[Cl-].[Al+3:6].[Cl-].[Cl-].[C:9]1([CH3:15])[CH:14]=CC=C[CH:10]=1, predict the reaction product. The product is: [N-:1]=[N+:2]=[N-:3].[CH2:10]([Al+:6][CH2:14][CH:9]([CH3:10])[CH3:15])[CH:9]([CH3:15])[CH3:14]. (2) The product is: [C:34]([C:33]([C:32]#[N:36])=[C:6]1[C:9](=[O:10])[C:8]([O-:11])=[C:7]1[CH:12]=[C:13]1[C:21]([CH3:23])([CH3:22])[C:20]2[C:15](=[CH:16][CH:17]=[CH:18][CH:19]=2)[N:14]1[CH2:24][CH2:25][CH2:26][C:27]([O:29][CH2:30][CH3:31])=[O:28])#[N:35].[CH2:37]([NH+:39]([CH2:42][CH3:43])[CH2:40][CH3:41])[CH3:38]. Given the reactants C(O[C:6]1[C:9](=[O:10])[C:8](=[O:11])[C:7]=1[CH:12]=[C:13]1[C:21]([CH3:23])([CH3:22])[C:20]2[C:15](=[CH:16][CH:17]=[CH:18][CH:19]=2)[N:14]1[CH2:24][CH2:25][CH2:26][C:27]([O:29][CH2:30][CH3:31])=[O:28])CCC.[C:32](#[N:36])[CH2:33][C:34]#[N:35].[CH2:37]([N:39]([CH2:42][CH3:43])[CH2:40][CH3:41])[CH3:38], predict the reaction product.